From a dataset of Peptide-MHC class I binding affinity with 185,985 pairs from IEDB/IMGT. Regression. Given a peptide amino acid sequence and an MHC pseudo amino acid sequence, predict their binding affinity value. This is MHC class I binding data. (1) The peptide sequence is RLASTVIYR. The MHC is HLA-B18:01 with pseudo-sequence HLA-B18:01. The binding affinity (normalized) is 0.0847. (2) The MHC is HLA-A24:02 with pseudo-sequence HLA-A24:02. The binding affinity (normalized) is 0.452. The peptide sequence is KCNPNLHYW. (3) The peptide sequence is LLMEACVPKV. The MHC is H-2-Kb with pseudo-sequence H-2-Kb. The binding affinity (normalized) is 0.0453. (4) The peptide sequence is RLASYGLYY. The MHC is HLA-A68:02 with pseudo-sequence HLA-A68:02. The binding affinity (normalized) is 0.0847. (5) The peptide sequence is FLRGRAYGI. The MHC is HLA-B58:01 with pseudo-sequence HLA-B58:01. The binding affinity (normalized) is 0. (6) The peptide sequence is FLQGAKWYL. The MHC is HLA-A02:01 with pseudo-sequence HLA-A02:01. The binding affinity (normalized) is 0.936.